The task is: Predict the reactants needed to synthesize the given product.. This data is from Full USPTO retrosynthesis dataset with 1.9M reactions from patents (1976-2016). (1) Given the product [CH2:1]([O:3][C:4]([CH:6]1[CH2:10][CH2:9][CH2:8][CH:7]1[NH:11][CH2:12][CH2:13][N:14]([CH3:15])[CH3:16])=[O:5])[CH3:2].[CH2:1]([O:3][C:4]([CH:6]1[CH2:10][CH2:9][CH2:8][CH:7]1[N:11]=[CH:12][CH2:13][N:14]([CH3:15])[CH3:16])=[O:5])[CH3:2], predict the reactants needed to synthesize it. The reactants are: [CH2:1]([O:3][C:4]([C:6]1[CH2:10][CH2:9][CH2:8][C:7]=1[NH:11][CH2:12][CH2:13][N:14]([CH3:16])[CH3:15])=[O:5])[CH3:2].C([BH3-])#N.[Na+]. (2) Given the product [Br:1][C:2]1[CH:7]=[CH:6][C:5]([C@@:8]2([C:27]([F:28])([F:30])[F:29])[NH:18][C@@H:17]([CH2:19][C:20]([F:23])([CH3:22])[CH3:21])[C:16](=[O:24])[NH:15][C@H:14]([C:25]([OH:36])=[O:26])[CH2:13][CH2:12][CH2:11][C:10]#[C:9]2)=[CH:4][CH:3]=1, predict the reactants needed to synthesize it. The reactants are: [Br:1][C:2]1[CH:7]=[CH:6][C:5]([C@@:8]2([C:27]([F:30])([F:29])[F:28])[NH:18][C@@H:17]([CH2:19][C:20]([F:23])([CH3:22])[CH3:21])[C:16](=[O:24])[NH:15][C@H:14]([CH:25]=[O:26])[CH2:13][CH2:12][CH2:11][C:10]#[C:9]2)=[CH:4][CH:3]=1.CC(CC)=C.[OH:36]P(O)(O)=O.[O-]Cl=O.[Na+]. (3) Given the product [F:1][C:2]1[CH:8]=[CH:7][C:5]([NH:6][C:10]2[C:11](=[CH:15][CH:16]=[CH:17][CH:18]=2)[C:12]([OH:14])=[O:13])=[CH:4][CH:3]=1, predict the reactants needed to synthesize it. The reactants are: [F:1][C:2]1[CH:8]=[CH:7][C:5]([NH2:6])=[CH:4][CH:3]=1.Cl[C:10]1[CH:18]=[CH:17][CH:16]=[CH:15][C:11]=1[C:12]([OH:14])=[O:13].C(=O)([O-])[O-].[Na+].[Na+].C. (4) Given the product [F:47][C:48]1[CH:62]=[CH:61][CH:60]=[C:59]([F:63])[C:49]=1/[CH:50]=[CH:51]/[C:52]1[CH:53]=[CH:54][C:55]([NH:56][C:2](=[O:3])[CH2:4][CH2:5][CH2:6][CH2:7][CH:8]2[CH:16]3[CH:11]([NH:12][C:13](=[O:14])[NH:15]3)[CH2:10][S:9]2)=[CH:57][CH:58]=1, predict the reactants needed to synthesize it. The reactants are: O[C:2]([CH2:4][CH2:5][CH2:6][CH2:7][C@H:8]1[C@@H:16]2[C@@H:11]([NH:12][C:13]([NH:15]2)=[O:14])[CH2:10][S:9]1)=[O:3].O.ON1C2C=CC=CC=2N=N1.Cl.CN(C)CCCN=C=NCC.CCN(CC)CC.[F:47][C:48]1[CH:62]=[CH:61][CH:60]=[C:59]([F:63])[C:49]=1/[CH:50]=[CH:51]/[C:52]1[CH:58]=[CH:57][C:55]([NH2:56])=[CH:54][CH:53]=1. (5) Given the product [C:5]([CH:4]([CH:1]1[CH2:3][CH2:2]1)[C:7]([O:8][CH2:9][CH3:10])=[O:11])#[N:6], predict the reactants needed to synthesize it. The reactants are: [CH:1]1([CH2:4][C:5]#[N:6])[CH2:3][CH2:2]1.[C:7](=O)([O:11]CC)[O:8][CH2:9][CH3:10].CC(C)([O-])C.[K+].Cl. (6) The reactants are: [N+:1]([C:4]1[CH:5]=[N:6][NH:7][CH:8]=1)([O-:3])=[O:2].C(=O)([O-])[O-].[K+].[K+].Br[CH2:16][C:17]1[CH:22]=[C:21]([Cl:23])[CH:20]=[CH:19][C:18]=1[O:24][CH2:25][C:26]1[CH:31]=[CH:30][CH:29]=[CH:28][CH:27]=1. Given the product [Cl:23][C:21]1[CH:20]=[CH:19][C:18]([O:24][CH2:25][C:26]2[CH:27]=[CH:28][CH:29]=[CH:30][CH:31]=2)=[C:17]([CH2:16][N:6]2[CH:5]=[C:4]([N+:1]([O-:3])=[O:2])[CH:8]=[N:7]2)[CH:22]=1, predict the reactants needed to synthesize it. (7) Given the product [Br:16][CH2:12][CH2:11][C:2]1[N:1]=[C:10]2[C:5]([CH2:6][CH2:7][CH2:8][NH:9]2)=[CH:4][CH:3]=1, predict the reactants needed to synthesize it. The reactants are: [N:1]1[C:10]2[NH:9][CH2:8][CH2:7][CH2:6][C:5]=2[CH:4]=[CH:3][C:2]=1[CH2:11][CH2:12]O.S(Br)([Br:16])=O.